Dataset: Catalyst prediction with 721,799 reactions and 888 catalyst types from USPTO. Task: Predict which catalyst facilitates the given reaction. Reactant: [CH2:1]([O:8][C:9]1[CH:18]=[CH:17][C:16]([N+:19]([O-])=O)=[C:15]2[C:10]=1[CH:11]=[CH:12][CH:13]=[N:14]2)[C:2]1[CH:7]=[CH:6][CH:5]=[CH:4][CH:3]=1.Cl[Sn]Cl. Product: [CH2:1]([O:8][C:9]1[CH:18]=[CH:17][C:16]([NH2:19])=[C:15]2[C:10]=1[CH:11]=[CH:12][CH:13]=[N:14]2)[C:2]1[CH:3]=[CH:4][CH:5]=[CH:6][CH:7]=1. The catalyst class is: 14.